From a dataset of Reaction yield outcomes from USPTO patents with 853,638 reactions. Predict the reaction yield, written as a fraction of the theoretical maximum amount of product (1.0 means a 100% yield; for example, 0.34 means a 34% yield). (1) The reactants are C(NC(C)C)(C)C.C([Li])CCC.[CH3:13][O:14][C:15]([CH:17]1[CH2:22][CH2:21][S:20][CH2:19][CH2:18]1)=[O:16].[CH:23](=[O:25])[CH3:24]. The yield is 0.870. The catalyst is O1CCCC1. The product is [CH3:13][O:14][C:15]([C:17]1([CH:23]([OH:25])[CH3:24])[CH2:22][CH2:21][S:20][CH2:19][CH2:18]1)=[O:16]. (2) The reactants are [CH2:1]([N:8]1[CH2:12][CH:11]([C:13]2[CH:18]=[CH:17][C:16]([Cl:19])=[C:15]([Cl:20])[CH:14]=2)[CH:10]([C:21](=[O:23])[CH3:22])[CH2:9]1)[C:2]1[CH:7]=[CH:6][CH:5]=[CH:4][CH:3]=1.[H-].[H-].[H-].[H-].[Li+].[Al+3]. The catalyst is C1COCC1. The product is [CH2:1]([N:8]1[CH2:12][CH:11]([C:13]2[CH:18]=[CH:17][C:16]([Cl:19])=[C:15]([Cl:20])[CH:14]=2)[CH:10]([CH:21]([OH:23])[CH3:22])[CH2:9]1)[C:2]1[CH:3]=[CH:4][CH:5]=[CH:6][CH:7]=1. The yield is 0.310. (3) The reactants are C([C:3](CC)([C:7]([O-:9])=[O:8])C([O-])=O)C.[H-].[Na+].[H][H].[C:16]12[C:22](=[CH:23][CH:24]=[CH:25][CH:26]=1)[NH:21][C:20](=[O:27])[O:19][C:17]2=O.Cl.[CH3:29][C:30](N(C)C)=O. No catalyst specified. The product is [CH2:29]([O:9][C:7]([C:3]1[C:20](=[O:27])[NH:21][C:22]2[C:16]([C:17]=1[OH:19])=[CH:26][CH:25]=[CH:24][CH:23]=2)=[O:8])[CH3:30]. The yield is 0.470. (4) The reactants are [CH3:1][C:2]([C:4]1[CH:9]=[C:8]([O:10][CH3:11])[CH:7]=[CH:6][C:5]=1[OH:12])=[O:3].Cl[C:14]1[C:23]2[C:18](=[CH:19][C:20]([O:26][CH3:27])=[C:21]([O:24][CH3:25])[CH:22]=2)[N:17]=[CH:16][CH:15]=1. The catalyst is CN(C)C1C=CN=CC=1.ClC1C=CC=CC=1Cl. The product is [CH3:25][O:24][C:21]1[CH:22]=[C:23]2[C:18](=[CH:19][C:20]=1[O:26][CH3:27])[N:17]=[CH:16][CH:15]=[C:14]2[O:12][C:5]1[CH:6]=[CH:7][C:8]([O:10][CH3:11])=[CH:9][C:4]=1[C:2](=[O:3])[CH3:1]. The yield is 0.100. (5) The product is [CH2:31]([C@@H:38]1[C:47]2[C:42](=[CH:43][CH:44]=[C:45]([O:48][CH3:49])[CH:46]=2)[CH2:41][CH2:40][C@@H:39]1[NH:50][C:51](=[O:54])[CH2:52][CH3:53])[C:32]1[CH:37]=[CH:36][CH:35]=[CH:34][CH:33]=1. The catalyst is [Rh+].ClC1CCCCC=CC=1.CO. The reactants are C[C@@H](PC)[C]1[C](P(C2C3C(=CC=CC=3)C=CC=2)C2C3C(=CC=CC=3)C=CC=2)[CH][CH][CH]1.[CH2:31]([C:38]1[C:47]2[C:42](=[CH:43][CH:44]=[C:45]([O:48][CH3:49])[CH:46]=2)[CH2:41][CH2:40][C:39]=1[NH:50][C:51](=[O:54])[CH2:52][CH3:53])[C:32]1[CH:37]=[CH:36][CH:35]=[CH:34][CH:33]=1.[H][H]. The yield is 0.910.